From a dataset of Full USPTO retrosynthesis dataset with 1.9M reactions from patents (1976-2016). Predict the reactants needed to synthesize the given product. Given the product [CH:15]1([CH2:21][N:22]([C:2]2[C:11]([CH:12]=[O:13])=[CH:10][C:9]3[C:4](=[CH:5][C:6]([F:14])=[CH:7][CH:8]=3)[N:3]=2)[CH2:23][CH3:24])[CH2:20][CH2:19][CH2:18][CH2:17][CH2:16]1, predict the reactants needed to synthesize it. The reactants are: Cl[C:2]1[C:11]([CH:12]=[O:13])=[CH:10][C:9]2[C:4](=[CH:5][C:6]([F:14])=[CH:7][CH:8]=2)[N:3]=1.[CH:15]1([CH2:21][NH:22][CH2:23][CH3:24])[CH2:20][CH2:19][CH2:18][CH2:17][CH2:16]1.C(=O)([O-])[O-].[K+].[K+].